Dataset: Forward reaction prediction with 1.9M reactions from USPTO patents (1976-2016). Task: Predict the product of the given reaction. (1) Given the reactants [C:1]12([NH2:11])[CH2:10][CH:5]3[CH2:6][CH:7]([CH2:9][CH:3]([CH2:4]3)[CH2:2]1)[CH2:8]2.[O:12]=[C:13]1[NH:18][C:17](=[O:19])[C:16]([CH:20]=O)=[CH:15][NH:14]1, predict the reaction product. The product is: [C:1]12([NH:11][CH2:20][C:16]3[C:17](=[O:19])[NH:18][C:13](=[O:12])[NH:14][CH:15]=3)[CH2:8][CH:7]3[CH2:6][CH:5]([CH2:4][CH:3]([CH2:9]3)[CH2:2]1)[CH2:10]2. (2) Given the reactants [CH3:1][N:2]([CH3:32])[C:3]1[N:12]=[C:11]([NH:13][CH2:14][C:15]2[CH:20]=[CH:19][C:18]([NH:21][C:22](=[O:30])[C:23]3[CH:28]=[CH:27][C:26]([F:29])=[CH:25][CH:24]=3)=[CH:17][CH:16]=2)[C:10]2[C:5](=[CH:6][C:7](I)=[CH:8][CH:9]=2)[N:4]=1.[CH:33]([O-])=[O:34].[Na+].O, predict the reaction product. The product is: [CH3:1][N:2]([CH3:32])[C:3]1[N:12]=[C:11]([NH:13][CH2:14][C:15]2[CH:20]=[CH:19][C:18]([NH:21][C:22](=[O:30])[C:23]3[CH:28]=[CH:27][C:26]([F:29])=[CH:25][CH:24]=3)=[CH:17][CH:16]=2)[C:10]2[C:5](=[CH:6][C:7]([CH:33]=[O:34])=[CH:8][CH:9]=2)[N:4]=1. (3) Given the reactants CCN(C(C)C)C(C)C.[CH2:10]([O:14][C:15]1[CH:16]=[C:17]([CH:21]([F:24])[CH2:22][NH2:23])[CH:18]=[CH:19][CH:20]=1)[CH2:11][CH2:12][CH3:13].[CH3:25][C:26]([O:29][C:30](O[C:30]([O:29][C:26]([CH3:28])([CH3:27])[CH3:25])=[O:31])=[O:31])([CH3:28])[CH3:27].C(Cl)Cl, predict the reaction product. The product is: [CH2:10]([O:14][C:15]1[CH:16]=[C:17]([CH:21]([F:24])[CH2:22][NH:23][C:30](=[O:31])[O:29][C:26]([CH3:28])([CH3:27])[CH3:25])[CH:18]=[CH:19][CH:20]=1)[CH2:11][CH2:12][CH3:13]. (4) Given the reactants [Cl:1][C:2]1[CH:7]=[CH:6][C:5]([C:8]2[CH:13]=[CH:12][C:11]([CH:14]=[C:15]([N+:17]([O-:19])=[O:18])[CH3:16])=[CH:10][CH:9]=2)=[CH:4][CH:3]=1.C[O-].[Na+].[Na].[CH3:24][O:25]CCOC, predict the reaction product. The product is: [Cl:1][C:2]1[CH:3]=[CH:4][C:5]([C:8]2[CH:13]=[CH:12][C:11]([CH:14]([O:25][CH3:24])[CH:15]([N+:17]([O-:19])=[O:18])[CH3:16])=[CH:10][CH:9]=2)=[CH:6][CH:7]=1.